Dataset: NCI-60 drug combinations with 297,098 pairs across 59 cell lines. Task: Regression. Given two drug SMILES strings and cell line genomic features, predict the synergy score measuring deviation from expected non-interaction effect. (1) Drug 1: CS(=O)(=O)OCCCCOS(=O)(=O)C. Drug 2: CC1C(C(CC(O1)OC2CC(CC3=C2C(=C4C(=C3O)C(=O)C5=C(C4=O)C(=CC=C5)OC)O)(C(=O)CO)O)N)O.Cl. Cell line: HT29. Synergy scores: CSS=33.6, Synergy_ZIP=1.39, Synergy_Bliss=-1.64, Synergy_Loewe=-29.0, Synergy_HSA=-2.56. (2) Drug 1: CC1=C2C(C(=O)C3(C(CC4C(C3C(C(C2(C)C)(CC1OC(=O)C(C(C5=CC=CC=C5)NC(=O)OC(C)(C)C)O)O)OC(=O)C6=CC=CC=C6)(CO4)OC(=O)C)OC)C)OC. Drug 2: CC12CCC3C(C1CCC2O)C(CC4=C3C=CC(=C4)O)CCCCCCCCCS(=O)CCCC(C(F)(F)F)(F)F. Cell line: NCI-H322M. Synergy scores: CSS=55.0, Synergy_ZIP=17.5, Synergy_Bliss=18.2, Synergy_Loewe=-24.9, Synergy_HSA=18.5.